This data is from M1 muscarinic receptor antagonist screen with 61,756 compounds. The task is: Binary Classification. Given a drug SMILES string, predict its activity (active/inactive) in a high-throughput screening assay against a specified biological target. (1) The result is 0 (inactive). The compound is O1C2(OCC1)CCC1(C3CC4(OCCO4)CC=C3C(=C(N)C1(C#N)C#N)C#N)CC2. (2) The molecule is O(C(=O)C=1C(CC(=O)NC1C)c1c(OC)cccc1)C(CC)C. The result is 0 (inactive).